This data is from Reaction yield outcomes from USPTO patents with 853,638 reactions. The task is: Predict the reaction yield, written as a fraction of the theoretical maximum amount of product (1.0 means a 100% yield; for example, 0.34 means a 34% yield). (1) The reactants are CON(C)[C:4]([CH:6]1[CH2:11][CH2:10][CH:9]([C:12]2[CH:17]=[CH:16][C:15]([Cl:18])=[CH:14][CH:13]=2)[CH2:8][CH2:7]1)=[O:5].[Br-].O.Cl. The catalyst is O1CCCC1. The product is [Cl:18][C:15]1[CH:16]=[CH:17][C:12]([CH:9]2[CH2:10][CH2:11][CH:6]([C:4](=[O:5])[CH2:8][CH2:7][CH:6]=[CH2:4])[CH2:7][CH2:8]2)=[CH:13][CH:14]=1. The yield is 0.920. (2) The reactants are [Br:1][C:2]1[CH:3]=[N:4][N:5]2[CH:10]=[CH:9][C:8]([C:11]([OH:13])=O)=[CH:7][C:6]=12.C(Cl)(=O)C(Cl)=O.[O:20]1[CH2:23][CH:22]([NH:24][C:25]2[CH:32]=[CH:31][C:28]([C:29]#[N:30])=[CH:27][N:26]=2)[CH2:21]1.[H-].[Na+]. The catalyst is ClCCl.CN(C)C=O. The product is [Br:1][C:2]1[CH:3]=[N:4][N:5]2[CH:10]=[CH:9][C:8]([C:11]([N:24]([C:25]3[CH:32]=[CH:31][C:28]([C:29]#[N:30])=[CH:27][N:26]=3)[CH:22]3[CH2:21][O:20][CH2:23]3)=[O:13])=[CH:7][C:6]=12. The yield is 0.200. (3) The reactants are Cl[C:2]1[C:11]([N+:12]([O-:14])=[O:13])=[CH:10][C:5]([C:6]([O:8][CH3:9])=[O:7])=[CH:4][N:3]=1.[CH3:15][NH:16][CH2:17][C:18]([O:20][CH3:21])=[O:19]. The catalyst is ClCCl. The product is [CH3:21][O:20][C:18](=[O:19])[CH2:17][N:16]([CH3:15])[C:2]1[C:11]([N+:12]([O-:14])=[O:13])=[CH:10][C:5]([C:6]([O:8][CH3:9])=[O:7])=[CH:4][N:3]=1. The yield is 0.990.